Dataset: Catalyst prediction with 721,799 reactions and 888 catalyst types from USPTO. Task: Predict which catalyst facilitates the given reaction. Reactant: [CH3:1][C:2]1[C:16]([CH3:17])=[CH:15][C:5]2[NH:6][C:7]([C:9]3[C:13]([NH2:14])=[CH:12][NH:11][N:10]=3)=[N:8][C:4]=2[CH:3]=1.C(N(C(C)C)CC)(C)C.Cl[CH2:28][C:29](Cl)=[O:30].[NH:32]1[CH2:37][CH2:36][O:35][CH2:34][CH2:33]1. Product: [CH3:17][C:16]1[C:2]([CH3:1])=[CH:3][C:4]2[NH:8][C:7]([C:9]3[C:13]([NH:14][C:29](=[O:30])[CH2:28][N:32]4[CH2:37][CH2:36][O:35][CH2:34][CH2:33]4)=[CH:12][NH:11][N:10]=3)=[N:6][C:5]=2[CH:15]=1. The catalyst class is: 4.